Dataset: Forward reaction prediction with 1.9M reactions from USPTO patents (1976-2016). Task: Predict the product of the given reaction. (1) The product is: [CH2:3]([O:10][C:11]1[C:16]([O:17][CH2:31][C@H:30]2[CH2:36][O:41]2)=[CH:15][CH:14]=[CH:13][C:12]=1[C:18]1[C:19]([Cl:25])=[CH:20][CH:21]=[CH:22][C:23]=1[Cl:24])[C:4]1[CH:5]=[CH:6][CH:7]=[CH:8][CH:9]=1. Given the reactants [H-].[Na+].[CH2:3]([O:10][C:11]1[C:16]([OH:17])=[CH:15][CH:14]=[CH:13][C:12]=1[C:18]1[C:23]([Cl:24])=[CH:22][CH:21]=[CH:20][C:19]=1[Cl:25])[C:4]1[CH:9]=[CH:8][CH:7]=[CH:6][CH:5]=1.S([C:30]1[CH:36]=CC(C)=C[CH:31]=1)([O-])(=O)=O.CN(C=[O:41])C, predict the reaction product. (2) The product is: [OH:1][C:2]1([C:14]2[CH:19]=[CH:18][C:17]([O:20][CH2:22][C:23]#[N:24])=[CH:16][CH:15]=2)[CH2:6][CH2:5][CH2:4][CH:3]1[NH:7][S:8]([CH:11]([CH3:13])[CH3:12])(=[O:10])=[O:9]. Given the reactants [OH:1][C:2]1([C:14]2[CH:19]=[CH:18][C:17]([OH:20])=[CH:16][CH:15]=2)[CH2:6][CH2:5][CH2:4][CH:3]1[NH:7][S:8]([CH:11]([CH3:13])[CH3:12])(=[O:10])=[O:9].Br[CH2:22][C:23]#[N:24].C(=O)([O-])[O-].[K+].[K+], predict the reaction product. (3) Given the reactants Br[C:2]1[N:6]2[N:7]=[C:8]([C:11]3[CH:16]=[CH:15][C:14]([O:17][CH2:18][CH3:19])=[C:13]([O:20][CH3:21])[CH:12]=3)[CH:9]=[CH:10][C:5]2=[N:4][C:3]=1[CH3:22].[OH:23][C:24]1[CH:29]=[CH:28][C:27](B(O)O)=[CH:26][N:25]=1.C([O-])([O-])=O.[K+].[K+], predict the reaction product. The product is: [CH2:18]([O:17][C:14]1[CH:15]=[CH:16][C:11]([C:8]2[CH:9]=[CH:10][C:5]3[N:6]([C:2]([C:27]4[CH:28]=[CH:29][C:24]([OH:23])=[N:25][CH:26]=4)=[C:3]([CH3:22])[N:4]=3)[N:7]=2)=[CH:12][C:13]=1[O:20][CH3:21])[CH3:19]. (4) Given the reactants [OH:1][N:2]=[C:3]([C:5]1[C:6](=[O:32])[N:7]([CH2:20][C:21]2[CH:26]=[CH:25][CH:24]=[C:23]([C:27]([F:30])([F:29])[F:28])[C:22]=2[CH3:31])[C:8](=[O:19])[N:9]([C:11]2[CH:16]=[CH:15][C:14]([O:17][CH3:18])=[CH:13][CH:12]=2)[CH:10]=1)[NH2:4].N1C=CC=CC=1.Cl[C:40](OCC(C)C)=[O:41].CC(C)([O-])C.[Na+].Cl, predict the reaction product. The product is: [CH3:18][O:17][C:14]1[CH:15]=[CH:16][C:11]([N:9]2[CH:10]=[C:5]([C:3]3[NH:4][C:40](=[O:41])[O:1][N:2]=3)[C:6](=[O:32])[N:7]([CH2:20][C:21]3[CH:26]=[CH:25][CH:24]=[C:23]([C:27]([F:30])([F:28])[F:29])[C:22]=3[CH3:31])[C:8]2=[O:19])=[CH:12][CH:13]=1. (5) Given the reactants [NH2:1][C:2]([NH2:4])=[S:3].[I:5][CH2:6][C:7]1[N:8]=[C:9]([CH:12]2[CH2:17][CH2:16][N:15]([C:18]([O:20][C:21]([CH3:24])([CH3:23])[CH3:22])=[O:19])[CH2:14][CH2:13]2)[S:10][CH:11]=1, predict the reaction product. The product is: [I-:5].[NH2:1][C:2]([S:3][CH2:6][C:7]1[N:8]=[C:9]([CH:12]2[CH2:13][CH2:14][N:15]([C:18]([O:20][C:21]([CH3:24])([CH3:23])[CH3:22])=[O:19])[CH2:16][CH2:17]2)[S:10][CH:11]=1)=[NH2+:4]. (6) Given the reactants [F:1][C:2]1[CH:3]=[C:4]([CH2:8][CH2:9][C@H:10]2[CH2:14][CH2:13][CH2:12][NH:11]2)[CH:5]=[CH:6][CH:7]=1.[C:15](Cl)(=[O:17])[CH3:16], predict the reaction product. The product is: [F:1][C:2]1[CH:3]=[C:4]([CH2:8][CH2:9][C@H:10]2[CH2:14][CH2:13][CH2:12][N:11]2[C:15](=[O:17])[CH3:16])[CH:5]=[CH:6][CH:7]=1. (7) Given the reactants [C:1]([O:5][C:6]([NH:8][C:9]1[CH2:10][C:11]([C:33]([OH:35])=O)=[CH:12][C:13]2[CH:19]=[CH:18][C:17]([C:20]3[CH:25]=[CH:24][C:23]([C:26]([N:28]4[CH2:32][CH2:31][CH2:30][CH2:29]4)=[O:27])=[CH:22][CH:21]=3)=[CH:16][C:14]=2[N:15]=1)=[O:7])([CH3:4])([CH3:3])[CH3:2].[Si:36]([O:43][CH2:44][CH2:45][CH2:46][NH:47][CH2:48][CH2:49][CH3:50])([C:39]([CH3:42])([CH3:41])[CH3:40])([CH3:38])[CH3:37], predict the reaction product. The product is: [Si:36]([O:43][CH2:44][CH2:45][CH2:46][N:47]([CH2:48][CH2:49][CH3:50])[C:33]([C:11]1=[CH:12][C:13]2[CH:19]=[CH:18][C:17]([C:20]3[CH:25]=[CH:24][C:23]([C:26]([N:28]4[CH2:29][CH2:30][CH2:31][CH2:32]4)=[O:27])=[CH:22][CH:21]=3)=[CH:16][C:14]=2[N:15]=[C:9]([NH:8][C:6](=[O:7])[O:5][C:1]([CH3:3])([CH3:2])[CH3:4])[CH2:10]1)=[O:35])([C:39]([CH3:42])([CH3:41])[CH3:40])([CH3:38])[CH3:37]. (8) Given the reactants [CH2:1]([C:3]1[NH:4][C:5]2[CH:11]=[CH:10][CH:9]=[CH:8][C:6]=2[N:7]=1)[CH3:2].C(=O)([O-])[O-].[K+].[K+].Cl[CH2:19][C:20]1[CH:38]=[CH:37][C:23]2/[C:24](=[C:33](/[CH3:36])\[C:34]#[N:35])/[C:25]3[CH:32]=[CH:31][CH:30]=[CH:29][C:26]=3[O:27][CH2:28][C:22]=2[CH:21]=1.C(OCC)(=O)C, predict the reaction product. The product is: [CH2:1]([C:3]1[N:4]([CH2:19][C:20]2[CH:38]=[CH:37][C:23]3/[C:24](=[C:33](/[CH3:36])\[C:34]#[N:35])/[C:25]4[CH:32]=[CH:31][CH:30]=[CH:29][C:26]=4[O:27][CH2:28][C:22]=3[CH:21]=2)[C:5]2[CH:11]=[CH:10][CH:9]=[CH:8][C:6]=2[N:7]=1)[CH3:2].